Dataset: Catalyst prediction with 721,799 reactions and 888 catalyst types from USPTO. Task: Predict which catalyst facilitates the given reaction. (1) Reactant: Cl[C:2]1[CH:7]=[CH:6][N:5]=[C:4]([NH2:8])[CH:3]=1.[CH3:9][O:10][C:11]1[CH:31]=[CH:30][C:14]([CH2:15][N:16]2[CH:20]=[C:19](B3OC(C)(C)C(C)(C)O3)[CH:18]=[N:17]2)=[CH:13][CH:12]=1.C(=O)([O-])[O-].[Na+].[Na+]. Product: [CH3:9][O:10][C:11]1[CH:12]=[CH:13][C:14]([CH2:15][N:16]2[CH:20]=[C:19]([C:2]3[CH:7]=[CH:6][N:5]=[C:4]([NH2:8])[CH:3]=3)[CH:18]=[N:17]2)=[CH:30][CH:31]=1. The catalyst class is: 38. (2) Reactant: [C:1]([O:4][CH:5]1[C:6]([OH:39])([CH3:38])[CH2:7][CH2:8][CH:9]([OH:37])[CH2:10][C:11]([O:13][CH:14](/[C:19](/[CH3:36])=[CH:20]/[CH:21]=[CH:22]/[C:23]([OH:35])([CH3:34])[CH2:24][CH:25]2[O:33][CH:26]2[CH:27]([CH3:32])[CH:28]([OH:31])[CH2:29][CH3:30])[CH:15]([CH3:18])[CH:16]=[CH:17]1)=[O:12])(=[O:3])[CH3:2].Cl[Si:41]([CH2:46][CH3:47])([CH2:44][CH3:45])[CH2:42][CH3:43]. Product: [C:1]([O:4][CH:5]1[C:6]([OH:39])([CH3:38])[CH2:7][CH2:8][CH:9]([O:37][Si:41]([CH2:46][CH3:47])([CH2:44][CH3:45])[CH2:42][CH3:43])[CH2:10][C:11]([O:13][CH:14](/[C:19](/[CH3:36])=[CH:20]/[CH:21]=[CH:22]/[C:23]([CH3:34])([O:35][Si:41]([CH2:46][CH3:47])([CH2:44][CH3:45])[CH2:42][CH3:43])[CH2:24][CH:25]2[O:33][CH:26]2[CH:27]([CH3:32])[CH:28]([O:31][Si:41]([CH2:46][CH3:47])([CH2:44][CH3:45])[CH2:42][CH3:43])[CH2:29][CH3:30])[CH:15]([CH3:18])[CH:16]=[CH:17]1)=[O:12])(=[O:3])[CH3:2]. The catalyst class is: 96. (3) Reactant: [NH2:1][C:2]1[N:7]=[C:6]([NH:8][CH2:9][C:10]([N:12]([CH:14]2[CH2:19][CH2:18][N:17]([CH2:20][C:21]3[CH:26]=[CH:25][CH:24]=[CH:23][CH:22]=3)[CH2:16][CH2:15]2)[CH3:13])=[O:11])[C:5]([CH3:27])=[CH:4][N:3]=1.[C:28]([OH:35])(=[O:34])/[CH:29]=[CH:30]\[C:31]([OH:33])=[O:32]. Product: [NH2:1][C:2]1[N:7]=[C:6]([NH:8][CH2:9][C:10]([N:12]([CH:14]2[CH2:19][CH2:18][N:17]([CH2:20][C:21]3[CH:22]=[CH:23][CH:24]=[CH:25][CH:26]=3)[CH2:16][CH2:15]2)[CH3:13])=[O:11])[C:5]([CH3:27])=[CH:4][N:3]=1.[C:28]([OH:35])(=[O:34])/[CH:29]=[CH:30]\[C:31]([OH:33])=[O:32].[NH2:1][C:2]1[N:7]=[C:6]([NH:8][CH2:9][C:10]([N:12]([CH:14]2[CH2:19][CH2:18][N:17]([CH2:20][C:21]3[CH:22]=[CH:23][CH:24]=[CH:25][CH:26]=3)[CH2:16][CH2:15]2)[CH3:13])=[O:11])[C:5]([CH3:27])=[CH:4][N:3]=1. The catalyst class is: 5.